This data is from Reaction yield outcomes from USPTO patents with 853,638 reactions. The task is: Predict the reaction yield, written as a fraction of the theoretical maximum amount of product (1.0 means a 100% yield; for example, 0.34 means a 34% yield). (1) The reactants are Cl.[NH2:2][CH2:3][C:4]1[CH:5]=[C:6]([CH2:10][N:11]2[C:19]3[C:14](=[C:15]([O:20][CH3:21])[CH:16]=[CH:17][CH:18]=3)[C:13]([NH:22][S:23]([C:26]3[S:27][C:28]([Cl:31])=[CH:29][CH:30]=3)(=[O:25])=[O:24])=[N:12]2)[CH:7]=[CH:8][CH:9]=1.C(N(CC)CC)C.C(O)(=O)C.[O-:43][C:44]#[N:45].[K+]. The catalyst is CCOC(C)=O.O. The product is [NH2:45][C:44]([NH:2][CH2:3][C:4]1[CH:5]=[C:6]([CH2:10][N:11]2[C:19]3[C:14](=[C:15]([O:20][CH3:21])[CH:16]=[CH:17][CH:18]=3)[C:13]([NH:22][S:23]([C:26]3[S:27][C:28]([Cl:31])=[CH:29][CH:30]=3)(=[O:25])=[O:24])=[N:12]2)[CH:7]=[CH:8][CH:9]=1)=[O:43]. The yield is 0.0500. (2) The reactants are [F:1][C:2]([F:26])([F:25])[C:3]1[N:4]=[C:5]([C:21]([F:24])([F:23])[F:22])[C:6]2[CH:12]=[CH:11][C:10]3=[N:13][C:14]([C:16]([O:18]CC)=O)=[CH:15][N:9]3[C:7]=2[N:8]=1.[NH2:27][NH2:28]. The catalyst is CCO. The product is [F:26][C:2]([F:25])([F:1])[C:3]1[N:4]=[C:5]([C:21]([F:22])([F:23])[F:24])[C:6]2[CH:12]=[CH:11][C:10]3=[N:13][C:14]([C:16]([NH:27][NH2:28])=[O:18])=[CH:15][N:9]3[C:7]=2[N:8]=1. The yield is 1.00.